Predict the product of the given reaction. From a dataset of Forward reaction prediction with 1.9M reactions from USPTO patents (1976-2016). (1) Given the reactants [CH3:1][C:2]1[NH:3][C:4]2[C:9]([CH:10]=1)=[C:8]([C:11]([F:14])([F:13])[F:12])[C:7]([C:15]#[N:16])=[CH:6][CH:5]=2.Cl[CH2:18][C:19]1[N:20]=[C:21]([C:24]2[CH:29]=[CH:28][CH:27]=[C:26]([C:30]([F:33])([F:32])[F:31])[CH:25]=2)[O:22][CH:23]=1, predict the reaction product. The product is: [CH3:1][C:2]1[N:3]([CH2:18][C:19]2[N:20]=[C:21]([C:24]3[CH:29]=[CH:28][CH:27]=[C:26]([C:30]([F:33])([F:31])[F:32])[CH:25]=3)[O:22][CH:23]=2)[C:4]2[C:9]([CH:10]=1)=[C:8]([C:11]([F:12])([F:14])[F:13])[C:7]([C:15]#[N:16])=[CH:6][CH:5]=2. (2) The product is: [CH3:40][O:39][C:35]1([CH3:38])[CH2:34][CH2:33][CH:32]([C:30](=[O:31])[CH2:29][N:23]2[CH2:22][CH2:21][CH:20]([N:16]3[C:15]4[CH:26]=[CH:27][C:12]([S:9]([CH3:8])(=[O:10])=[O:11])=[CH:13][C:14]=4[NH:18][C:17]3=[O:19])[CH2:25][CH2:24]2)[CH2:37][CH2:36]1. Given the reactants FC(F)(F)C(O)=O.[CH3:8][S:9]([C:12]1[CH:27]=[CH:26][C:15]2[N:16]([CH:20]3[CH2:25][CH2:24][NH:23][CH2:22][CH2:21]3)[C:17](=[O:19])[NH:18][C:14]=2[CH:13]=1)(=[O:11])=[O:10].Cl[CH2:29][C:30]([CH:32]1[CH2:37][CH2:36][C:35]([O:39][CH3:40])([CH3:38])[CH2:34][CH2:33]1)=[O:31], predict the reaction product. (3) Given the reactants Cl[CH2:2][C:3]([NH:5][C:6]1[C:11]([CH3:12])=[CH:10][CH:9]=[CH:8][C:7]=1[OH:13])=[O:4].C(=O)([O-])[O-].[K+].[K+].[I-].[Na+].O, predict the reaction product. The product is: [CH3:12][C:11]1[C:6]2[NH:5][C:3](=[O:4])[CH2:2][O:13][C:7]=2[CH:8]=[CH:9][CH:10]=1. (4) Given the reactants [CH2:1]([C:3]1[CH:8]=[C:7]([NH2:9])[CH:6]=[C:5]([CH3:10])[N:4]=1)[CH3:2].[F:11][C:12]1[C:17]([O:18][C:19](=O)[O:20]C2C(F)=C(F)C(F)=C(F)C=2F)=[C:16]([F:33])[C:15]([F:34])=[C:14]([F:35])[C:13]=1[F:36], predict the reaction product. The product is: [F:11][C:12]1[C:17]([O:18][C:19](=[O:20])[NH:9][C:7]2[CH:6]=[C:5]([CH3:10])[N:4]=[C:3]([CH2:1][CH3:2])[CH:8]=2)=[C:16]([F:33])[C:15]([F:34])=[C:14]([F:35])[C:13]=1[F:36]. (5) The product is: [S:10]1[C:11]2[CH:17]=[CH:16][CH:15]=[CH:14][C:12]=2[N:13]=[C:9]1[O:8][C:7]1[CH:18]=[CH:19][C:4]([CH2:3][CH2:2][N:20]2[CH2:28][CH2:27][CH2:26][CH:22]([C:23]([NH2:25])=[O:24])[CH2:21]2)=[CH:5][CH:6]=1. Given the reactants Br[CH2:2][CH2:3][C:4]1[CH:19]=[CH:18][C:7]([O:8][C:9]2[S:10][C:11]3[CH:17]=[CH:16][CH:15]=[CH:14][C:12]=3[N:13]=2)=[CH:6][CH:5]=1.[NH:20]1[CH2:28][CH2:27][CH2:26][CH:22]([C:23]([NH2:25])=[O:24])[CH2:21]1.CNC, predict the reaction product. (6) Given the reactants C([O:5][C:6](=[O:30])[CH:7]([N:16]=C(C1C=CC=CC=1)C1C=CC=CC=1)[CH2:8][CH:9]1[CH2:15][CH2:14][CH2:13][CH2:12][CH2:11][CH2:10]1)(C)(C)C.Cl, predict the reaction product. The product is: [NH2:16][CH:7]([CH2:8][CH:9]1[CH2:15][CH2:14][CH2:13][CH2:12][CH2:11][CH2:10]1)[C:6]([OH:30])=[O:5]. (7) Given the reactants Br[C:2]1[CH:7]=[CH:6][C:5]([O:8][CH:9]([F:11])[F:10])=[CH:4][CH:3]=1.[CH3:12][C:13]1([CH3:29])[C:17]([CH3:19])([CH3:18])[O:16][B:15]([B:15]2[O:16][C:17]([CH3:19])([CH3:18])[C:13]([CH3:29])([CH3:12])[O:14]2)[O:14]1.C([O-])([O-])=O.[Cs+].[Cs+], predict the reaction product. The product is: [F:10][CH:9]([F:11])[O:8][C:5]1[CH:6]=[CH:7][C:2]([B:15]2[O:16][C:17]([CH3:19])([CH3:18])[C:13]([CH3:29])([CH3:12])[O:14]2)=[CH:3][CH:4]=1.